Task: Predict the reaction yield, written as a fraction of the theoretical maximum amount of product (1.0 means a 100% yield; for example, 0.34 means a 34% yield).. Dataset: Reaction yield outcomes from USPTO patents with 853,638 reactions (1) The reactants are [CH2:1]([O:8][C:9](=[O:22])[NH:10][C:11]([C:18](=[NH:21])[NH:19][OH:20])([CH3:17])[CH2:12][S:13]([CH3:16])(=[O:15])=[O:14])[C:2]1[CH:7]=[CH:6][CH:5]=[CH:4][CH:3]=1.[CH2:23](N(CC)CC)[CH3:24].C(Cl)(=O)C. The catalyst is CN(C=O)C. The product is [CH2:1]([O:8][C:9](=[O:22])[NH:10][C:11]([CH3:17])([C:18]1[N:21]=[C:23]([CH3:24])[O:20][N:19]=1)[CH2:12][S:13]([CH3:16])(=[O:15])=[O:14])[C:2]1[CH:3]=[CH:4][CH:5]=[CH:6][CH:7]=1. The yield is 0.550. (2) The product is [NH:12]1[C:20]2[C:15](=[CH:16][CH:17]=[C:18](/[CH:21]=[C:8]3/[C:9](=[O:11])[NH:10][C:5]4[C:6]/3=[N:7][C:2]([Cl:1])=[CH:3][CH:4]=4)[CH:19]=2)[CH:14]=[N:13]1. The yield is 0.670. The reactants are [Cl:1][C:2]1[N:7]=[C:6]2[CH2:8][C:9](=[O:11])[NH:10][C:5]2=[CH:4][CH:3]=1.[NH:12]1[C:20]2[C:15](=[CH:16][CH:17]=[C:18]([CH:21]=O)[CH:19]=2)[CH:14]=[N:13]1. No catalyst specified. (3) The reactants are [C:1]1([C:22]2[CH:27]=[CH:26][CH:25]=[CH:24][CH:23]=2)[CH:6]=[CH:5][C:4]([CH2:7][O:8][C:9]([NH:11][C:12]2[CH:21]=[CH:20][CH:19]=[CH:18][C:13]=2[C:14]([O:16]C)=[O:15])=[O:10])=[CH:3][CH:2]=1.[OH-].[Na+]. The catalyst is O1CCOCC1. The product is [C:1]1([C:22]2[CH:27]=[CH:26][CH:25]=[CH:24][CH:23]=2)[CH:2]=[CH:3][C:4]([CH2:7][O:8][C:9]([NH:11][C:12]2[CH:21]=[CH:20][CH:19]=[CH:18][C:13]=2[C:14]([OH:16])=[O:15])=[O:10])=[CH:5][CH:6]=1. The yield is 0.710.